The task is: Regression. Given a peptide amino acid sequence and an MHC pseudo amino acid sequence, predict their binding affinity value. This is MHC class II binding data.. This data is from Peptide-MHC class II binding affinity with 134,281 pairs from IEDB. (1) The peptide sequence is FVVTTDISEMGANFK. The MHC is DRB1_0404 with pseudo-sequence DRB1_0404. The binding affinity (normalized) is 0.371. (2) The peptide sequence is GKNVVNVQTKPSLFK. The MHC is DRB1_0404 with pseudo-sequence DRB1_0404. The binding affinity (normalized) is 0.689. (3) The binding affinity (normalized) is 0.231. The peptide sequence is AYGSFVRTVSLPVGA. The MHC is HLA-DQA10101-DQB10501 with pseudo-sequence HLA-DQA10101-DQB10501. (4) The peptide sequence is YTDYLTVMDRYSVDA. The MHC is HLA-DQA10501-DQB10402 with pseudo-sequence HLA-DQA10501-DQB10402. The binding affinity (normalized) is 0.492.